From a dataset of Catalyst prediction with 721,799 reactions and 888 catalyst types from USPTO. Predict which catalyst facilitates the given reaction. (1) Reactant: [F:1][C:2]([F:25])([F:24])[C:3]1[CH:4]=[N:5][C:6]2[CH2:7][CH2:8][N:9]([C:13]([C:15]34[CH2:22][CH2:21][CH2:20][CH:19]3[CH2:18][C:17](=O)[CH2:16]4)=[O:14])[CH2:10][C:11]=2[CH:12]=1.[C:26]1([CH:32]2[CH2:37][CH2:36][NH:35][CH2:34][CH2:33]2)[CH:31]=[CH:30][CH:29]=[CH:28][CH:27]=1.[Na].C(O)(=O)C.C(=O)(O)[O-].[Na+]. Product: [C:26]1([CH:32]2[CH2:33][CH2:34][N:35]([CH:17]3[CH2:16][C:15]4([C:13]([N:9]5[CH2:8][CH2:7][C:6]6[N:5]=[CH:4][C:3]([C:2]([F:25])([F:24])[F:1])=[CH:12][C:11]=6[CH2:10]5)=[O:14])[CH:19]([CH2:20][CH2:21][CH2:22]4)[CH2:18]3)[CH2:36][CH2:37]2)[CH:31]=[CH:30][CH:29]=[CH:28][CH:27]=1. The catalyst class is: 26. (2) Reactant: [CH3:1][C@H:2]1[CH2:7][N:6]([CH:8]2[CH2:11][O:10][CH2:9]2)[C@H:5]([CH3:12])[CH2:4][N:3]1[C:13]1[CH:14]=[CH:15][C:16]([NH:19][C:20]2[C:25](=[O:26])[N:24]([CH3:27])[CH:23]=[C:22]([C:28]3[C:33]([CH:34]=[O:35])=[C:32]([N:36]4[CH2:49][CH2:48][N:39]5[C:40]6[CH2:41][CH2:42][CH2:43][CH2:44][C:45]=6[C:46]([F:47])=[C:38]5[C:37]4=[O:50])[N:31]=[CH:30][CH:29]=3)[CH:21]=2)=[N:17][CH:18]=1.[BH4-].[Na+]. Product: [CH3:1][C@H:2]1[CH2:7][N:6]([CH:8]2[CH2:9][O:10][CH2:11]2)[C@H:5]([CH3:12])[CH2:4][N:3]1[C:13]1[CH:14]=[CH:15][C:16]([NH:19][C:20]2[C:25](=[O:26])[N:24]([CH3:27])[CH:23]=[C:22]([C:28]3[CH:29]=[CH:30][N:31]=[C:32]([N:36]4[CH2:49][CH2:48][N:39]5[C:40]6[CH2:41][CH2:42][CH2:43][CH2:44][C:45]=6[C:46]([F:47])=[C:38]5[C:37]4=[O:50])[C:33]=3[CH2:34][OH:35])[CH:21]=2)=[N:17][CH:18]=1. The catalyst class is: 5. (3) Reactant: Br[C:2]1[CH:3]=[N:4][C:5]([Cl:8])=[N:6][CH:7]=1.[O:9]1[CH2:13][CH:12]=[C:11](B2OC(C)(C)C(C)(C)O2)[CH2:10]1.COC1C=CC=C(OC)C=1C1C=CC=CC=1P(C1CCCCC1)C1CCCCC1.[O-]P([O-])([O-])=O.[K+].[K+].[K+]. Product: [Cl:8][C:5]1[N:4]=[CH:3][C:2]([C:11]2[CH2:10][O:9][CH2:13][CH:12]=2)=[CH:7][N:6]=1. The catalyst class is: 90. (4) Reactant: Br[C:2]1[C:3]([NH:11][CH3:12])=[N:4][CH:5]=[C:6](Br)[C:7]=1[CH2:8][CH3:9].[OH:13][C:14]1[CH:19]=[CH:18][C:17](B(O)O)=[CH:16][CH:15]=1.[C:23]([O-:26])([O-])=O.[K+].[K+]. Product: [CH2:8]([C:7]1[C:2]([C:17]2[CH:18]=[CH:19][C:14]([OH:13])=[CH:15][CH:16]=2)=[C:3]([NH:11][CH3:12])[N:4]=[CH:5][C:6]=1[C:7]1[CH:6]=[CH:5][C:23]([OH:26])=[CH:3][CH:2]=1)[CH3:9]. The catalyst class is: 117. (5) Reactant: Cl[C:2]1[C:3]([C:16]2[CH:21]=[CH:20][C:19]([F:22])=[CH:18][CH:17]=2)=[N:4][C:5]2[C:10]([N:11]=1)=[CH:9][C:8]([C:12]([O:14][CH3:15])=[O:13])=[CH:7][CH:6]=2.[CH:23]1([NH2:28])[CH2:27][CH2:26][CH2:25][CH2:24]1. Product: [CH:23]1([NH:28][C:2]2[C:3]([C:16]3[CH:21]=[CH:20][C:19]([F:22])=[CH:18][CH:17]=3)=[N:4][C:5]3[C:10]([N:11]=2)=[CH:9][C:8]([C:12]([O:14][CH3:15])=[O:13])=[CH:7][CH:6]=3)[CH2:27][CH2:26][CH2:25][CH2:24]1. The catalyst class is: 58. (6) Reactant: [N+:1]([C:4]1[CH:9]=[CH:8][C:7]([C:10]([F:13])([F:12])[F:11])=[CH:6][C:5]=1[NH:14][CH:15]1[CH2:20][CH2:19][N:18]([C:21]([O:23][CH2:24][CH3:25])=[O:22])[CH2:17][CH2:16]1)([O-])=O. Product: [NH2:1][C:4]1[CH:9]=[CH:8][C:7]([C:10]([F:12])([F:13])[F:11])=[CH:6][C:5]=1[NH:14][CH:15]1[CH2:20][CH2:19][N:18]([C:21]([O:23][CH2:24][CH3:25])=[O:22])[CH2:17][CH2:16]1. The catalyst class is: 19. (7) The catalyst class is: 7. Reactant: [Cl:1][C:2]1[CH:22]=[C:21]([Cl:23])[CH:20]=[CH:19][C:3]=1[O:4][C:5]1[C:10]([CH2:11][CH2:12][CH2:13][OH:14])=[CH:9][CH:8]=[C:7]([O:15][CH:16]([CH3:18])[CH3:17])[N:6]=1.[CH3:24][N:25]1[CH:29]=[C:28]([CH2:30][C:31]([O:33]C)=[O:32])[C:27](O)=[N:26]1.C(P(CCCC)CCCC)CCC.N(C(N1CCCCC1)=O)=NC(N1CCCCC1)=O.O1CCCC1CO.[OH-].[Na+].Cl. Product: [Cl:1][C:2]1[CH:22]=[C:21]([Cl:23])[CH:20]=[CH:19][C:3]=1[O:4][C:5]1[C:10]([CH2:11][CH2:12][CH2:13][O:14][C:27]2[C:28]([CH2:30][C:31]([OH:33])=[O:32])=[CH:29][N:25]([CH3:24])[N:26]=2)=[CH:9][CH:8]=[C:7]([O:15][CH:16]([CH3:18])[CH3:17])[N:6]=1.